Dataset: Catalyst prediction with 721,799 reactions and 888 catalyst types from USPTO. Task: Predict which catalyst facilitates the given reaction. (1) Reactant: [CH3:1][O:2][C:3]1[CH:17]=[C:16]([N+:18]([O-])=O)[CH:15]=[CH:14][C:4]=1[O:5][CH2:6][C:7]([N:9]1[CH2:13][CH2:12][CH2:11][CH2:10]1)=[O:8]. Product: [NH2:18][C:16]1[CH:15]=[CH:14][C:4]([O:5][CH2:6][C:7]([N:9]2[CH2:13][CH2:12][CH2:11][CH2:10]2)=[O:8])=[C:3]([O:2][CH3:1])[CH:17]=1. The catalyst class is: 14. (2) Reactant: [CH3:1][C:2]1[N:3]=[C:4]([C@H:7]2[CH2:11][CH2:10][CH2:9][N:8]2[C:12]([C:14]2[CH:15]=[C:16]([CH:21]=[CH:22][N:23]=2)[C:17]([O:19]C)=[O:18])=[O:13])[S:5][CH:6]=1.[OH-].[Na+]. Product: [CH3:1][C:2]1[N:3]=[C:4]([C@H:7]2[CH2:11][CH2:10][CH2:9][N:8]2[C:12]([C:14]2[CH:15]=[C:16]([CH:21]=[CH:22][N:23]=2)[C:17]([OH:19])=[O:18])=[O:13])[S:5][CH:6]=1. The catalyst class is: 36. (3) Reactant: Br[C:2]1[C:7]([NH2:8])=[C:6]([CH:9]([O:12][CH3:13])[O:10][CH3:11])[C:5]([Cl:14])=[CH:4][N:3]=1.[CH3:15][N:16]1[C:20](B2OC(C)(C)C(C)(C)O2)=[CH:19][CH:18]=[N:17]1.C(=O)([O-])[O-].[Na+].[Na+]. Product: [Cl:14][C:5]1[C:6]([CH:9]([O:12][CH3:13])[O:10][CH3:11])=[C:7]([NH2:8])[C:2]([C:20]2[N:16]([CH3:15])[N:17]=[CH:18][CH:19]=2)=[N:3][CH:4]=1. The catalyst class is: 128. (4) Reactant: [CH2:1]([N:4]=[C:5]([C:7]1[C:24]2=[C:25]3[C:14]([C:15]4[C:26]5[C:19](=[CH:20][CH:21]=[CH:22][C:23]2=5)[CH:18]=[CH:17][CH:16]=4)=[CH:13][CH:12]=[C:11]([C:27]([OH:29])=[O:28])[C:10]3=[C:9]([C:30]([OH:32])=[O:31])[C:8]=1[C:33](=[N:35][CH2:36][CH:37]=[CH2:38])[OH:34])[OH:6])[CH:2]=[CH2:3].[CH3:39][Si:40]([CH3:50])([CH3:49])[O:41][Si:42]([CH3:48])([CH3:47])[O:43][SiH:44]([CH3:46])[CH3:45]. Product: [CH3:39][Si:40]([CH3:49])([CH3:50])[O:41][Si:42]([CH3:48])([CH3:47])[O:43][Si:44]([CH2:3][CH2:2][CH2:1][N:4]=[C:5]([C:7]1[C:24]2=[C:25]3[C:14]([C:15]4[C:26]5[C:19](=[CH:20][CH:21]=[CH:22][C:23]2=5)[CH:18]=[CH:17][CH:16]=4)=[CH:13][CH:12]=[C:11]([C:27]([OH:29])=[O:28])[C:10]3=[C:9]([C:30]([OH:32])=[O:31])[C:8]=1[C:33](=[N:35][CH2:36][CH2:37][CH2:38][Si:44]([CH3:46])([CH3:45])[O:43][Si:42]([CH3:48])([CH3:47])[O:41][Si:40]([CH3:50])([CH3:49])[CH3:39])[OH:34])[OH:6])([CH3:45])[CH3:46]. The catalyst class is: 11. (5) Reactant: [CH3:1][O:2][C:3]1[CH:11]=[CH:10][CH:9]=[C:8]([N+:12]([O-:14])=[O:13])[C:4]=1[C:5]([OH:7])=O.[NH2:15][CH:16]1[CH2:21][CH2:20][N:19]([CH2:22][C:23]2[CH:28]=[CH:27][CH:26]=[CH:25][CH:24]=2)[CH2:18][CH2:17]1.ON1C2C=CC=CC=2N=N1.CN(C)CCCN=C=NCC.C(N(CC)CC)C. Product: [CH2:22]([N:19]1[CH2:20][CH2:21][CH:16]([NH:15][C:5](=[O:7])[C:4]2[C:8]([N+:12]([O-:14])=[O:13])=[CH:9][CH:10]=[CH:11][C:3]=2[O:2][CH3:1])[CH2:17][CH2:18]1)[C:23]1[CH:24]=[CH:25][CH:26]=[CH:27][CH:28]=1. The catalyst class is: 13. (6) Reactant: [NH2:1][C@H:2]([C:7]([OH:9])=[O:8])[C:3]([CH3:6])([CH3:5])[CH3:4].[OH-].[Na+].Cl[C:13]([O:15][CH2:16][C:17]1[CH:22]=[CH:21][CH:20]=[CH:19][CH:18]=1)=[O:14]. Product: [C:13]([NH:1][C@H:2]([C:7]([OH:9])=[O:8])[C:3]([CH3:6])([CH3:5])[CH3:4])([O:15][CH2:16][C:17]1[CH:22]=[CH:21][CH:20]=[CH:19][CH:18]=1)=[O:14]. The catalyst class is: 12. (7) Reactant: [CH2:1]([O:8][CH:9]1[CH2:14][CH2:13][C:12]([C:16]([C:18]2[C:26]3[C:21](=[N:22][CH:23]=[C:24](Br)[N:25]=3)[NH:20][CH:19]=2)=[O:17])([CH3:15])[CH2:11][CH2:10]1)[C:2]1[CH:7]=[CH:6][CH:5]=[CH:4][CH:3]=1.[OH-].[K+]. Product: [CH2:1]([O:8][CH:9]1[CH2:10][CH2:11][C:12]([C:16]([C:18]2[C:26]3[C:21](=[N:22][CH:23]=[CH:24][N:25]=3)[NH:20][CH:19]=2)=[O:17])([CH3:15])[CH2:13][CH2:14]1)[C:2]1[CH:3]=[CH:4][CH:5]=[CH:6][CH:7]=1. The catalyst class is: 50. (8) Reactant: [CH2:1]([O:3][C:4](=[O:23])[CH2:5][CH:6]([N:10]1[C:14]2[CH:15]=[CH:16][CH:17]=[CH:18][C:13]=2[N:12](C(C)=C)[C:11]1=[O:22])[CH2:7][CH2:8][CH3:9])[CH3:2].Cl. Product: [CH2:1]([O:3][C:4](=[O:23])[CH2:5][CH:6]([N:10]1[C:14]2[CH:15]=[CH:16][CH:17]=[CH:18][C:13]=2[NH:12][C:11]1=[O:22])[CH2:7][CH2:8][CH3:9])[CH3:2]. The catalyst class is: 5.